This data is from Forward reaction prediction with 1.9M reactions from USPTO patents (1976-2016). The task is: Predict the product of the given reaction. Given the reactants [C:1]([C:5]1[N:13]=[C:12]2[C:8]([N:9]=[CH:10][NH:11]2)=[C:7](Cl)[N:6]=1)([CH3:4])([CH3:3])[CH3:2].[NH:15]1[CH2:19][CH2:18][CH:17]([O:20][C:21](=[O:23])[CH3:22])[CH2:16]1.CCN(CC)CC, predict the reaction product. The product is: [C:1]([C:5]1[N:13]=[C:12]2[C:8]([N:9]=[CH:10][NH:11]2)=[C:7]([N:15]2[CH2:19][CH2:18][CH:17]([O:20][C:21](=[O:23])[CH3:22])[CH2:16]2)[N:6]=1)([CH3:4])([CH3:3])[CH3:2].